Task: Binary Classification. Given a miRNA mature sequence and a target amino acid sequence, predict their likelihood of interaction.. Dataset: Experimentally validated miRNA-target interactions with 360,000+ pairs, plus equal number of negative samples (1) The miRNA is hsa-miR-6068 with sequence CCUGCGAGUCUCCGGCGGUGG. The protein sequence of the target gene is MRGKLLPLAGLYLVQGLPYGLQSGLLPVLLRAGGLSLTRVGLAKVLYAPWLLKLAWAPLVDAQGSARAWVTRSTAGLGLVCGLLAGLPPPGAGQAGLPAAVAGLLLLLNLGAAMQDVALDALAVQLLEPAELGPGNTVQVVAYKLGAALAGGALLALLPTFSWPQLFLLLAATYWLAAALAWAAPALRRLPQQPPSEQRPHTAHLLRDVLAVPGTVWTAGFVLTYKLGEQGASSLFPLLLLDHGVSAPELGLWNGVGAVVCSIAGSSLGGTLLAKHWKLLPLLRSVLRFRLGGLACQTAL.... Result: 0 (no interaction). (2) The miRNA is hsa-miR-208b-5p with sequence AAGCUUUUUGCUCGAAUUAUGU. The protein sequence of the target gene is MSWAPVLLMLFVYCTGCGPQPVLHQPPAMSSALGTTIRLTCTLRNDHDIGVYSVYWYQQRPGHPPRFLLRYFSQSDKSQGPQVPPRFSGSKDVARNRGYLSISELQPEDEAMYYCAMGARSSEKEEREREWEEEMEPTAARTRVP. Result: 0 (no interaction).